This data is from M1 muscarinic receptor antagonist screen with 61,756 compounds. The task is: Binary Classification. Given a drug SMILES string, predict its activity (active/inactive) in a high-throughput screening assay against a specified biological target. (1) The molecule is Clc1cc(N2CCN(CC2)C(=O)c2occc2)ccc1. The result is 0 (inactive). (2) The molecule is O(C(=O)C1CCN(CC1)C(=O)c1cc(C(=O)N2CCC(CC2)C(OCC)=O)ccc1)CC. The result is 0 (inactive). (3) The compound is S(=O)(=O)(N1CCN(C2CC(=O)N(C2=O)CCc2ccc(OC)cc2)CC1)c1ccccc1. The result is 0 (inactive). (4) The compound is S(=O)(=O)(N1CC(CCC1)C(=O)Nc1c(cc(cc1)C)C)c1c(onc1C)C. The result is 0 (inactive). (5) The drug is Clc1ccc(Cn2nc(c(NC(=O)c3noc4CCCCCc34)c2C)C)cc1. The result is 0 (inactive). (6) The result is 0 (inactive). The drug is O=C(NC1CCCC1)C(N(c1cc(ccc1)C)C(=O)CCC(=O)Nc1noc(c1)C)c1ccncc1. (7) The compound is O1C2C34C(O)(C(N(CC3)CC3CC3)Cc3c4c1c(O)cc3)CCC2=O. The result is 0 (inactive).